From a dataset of Full USPTO retrosynthesis dataset with 1.9M reactions from patents (1976-2016). Predict the reactants needed to synthesize the given product. (1) Given the product [CH2:1]([N:8]1[CH2:9][CH2:10][C:11]2([N:15]([CH2:16][CH2:17][C:18]3[CH:19]=[CH:20][C:21]([O:24][CH3:25])=[CH:22][CH:23]=3)[C:14](=[O:26])[N:13]([CH2:31][CH:32]([CH3:34])[CH3:33])[C:12]2=[O:27])[CH2:28][CH2:29]1)[C:2]1[CH:7]=[CH:6][CH:5]=[CH:4][CH:3]=1, predict the reactants needed to synthesize it. The reactants are: [CH2:1]([N:8]1[CH2:29][CH2:28][C:11]2([N:15]([CH2:16][CH2:17][C:18]3[CH:23]=[CH:22][C:21]([O:24][CH3:25])=[CH:20][CH:19]=3)[C:14](=[O:26])[NH:13][C:12]2=[O:27])[CH2:10][CH2:9]1)[C:2]1[CH:7]=[CH:6][CH:5]=[CH:4][CH:3]=1.Br[CH2:31][CH:32]([CH3:34])[CH3:33].C(=O)([O-])[O-].[K+].[K+]. (2) Given the product [OH:10][C:11]1[CH:18]=[C:17]([OH:19])[CH:16]=[CH:15][C:12]=1[C:13]1[S:6][CH2:5][C@H:4]([C:7]([OH:9])=[O:8])[N:3]=1, predict the reactants needed to synthesize it. The reactants are: O.Cl.[NH2:3][C@@H:4]([C:7]([OH:9])=[O:8])[CH2:5][SH:6].[OH:10][C:11]1[CH:18]=[C:17]([OH:19])[CH:16]=[CH:15][C:12]=1[C:13]#N.P([O-])([O-])([O-])=O.C([O-])(O)=O.[Na+]. (3) Given the product [CH2:21]([O:28][C:29]1[C:34]([C:35]([CH3:36])([CH3:37])[CH3:38])=[CH:33][CH:32]=[CH:31][C:30]=1[C:39]([C:2]1[CH:3]=[C:4]([C:8]2[CH:13]=[CH:12][CH:11]=[CH:10][C:9]=2[O:14][CH3:15])[CH:5]=[CH:6][CH:7]=1)([OH:41])[CH3:40])[C:22]1[CH:23]=[CH:24][CH:25]=[CH:26][CH:27]=1, predict the reactants needed to synthesize it. The reactants are: Br[C:2]1[CH:3]=[C:4]([C:8]2[CH:13]=[CH:12][CH:11]=[CH:10][C:9]=2[O:14][CH3:15])[CH:5]=[CH:6][CH:7]=1.C([Li])CCC.[CH2:21]([O:28][C:29]1[C:34]([C:35]([CH3:38])([CH3:37])[CH3:36])=[CH:33][CH:32]=[CH:31][C:30]=1[C:39](=[O:41])[CH3:40])[C:22]1[CH:27]=[CH:26][CH:25]=[CH:24][CH:23]=1.[Cl-].[NH4+]. (4) Given the product [F:14][C:4]1[C:5]([C:6]([O:8][CH3:9])=[O:7])=[C:10]([F:13])[CH:11]=[CH:12][C:3]=1[CH2:2][N:18]1[CH2:17][CH2:16][N:15]([C:21]([O:23][C:24]([CH3:27])([CH3:26])[CH3:25])=[O:22])[CH2:20][CH2:19]1, predict the reactants needed to synthesize it. The reactants are: Br[CH2:2][C:3]1[C:4]([F:14])=[C:5]([C:10]([F:13])=[CH:11][CH:12]=1)[C:6]([O:8][CH3:9])=[O:7].[N:15]1([C:21]([O:23][C:24]([CH3:27])([CH3:26])[CH3:25])=[O:22])[CH2:20][CH2:19][NH:18][CH2:17][CH2:16]1.C([O-])([O-])=O.[K+].[K+].